Task: Predict the reactants needed to synthesize the given product.. Dataset: Full USPTO retrosynthesis dataset with 1.9M reactions from patents (1976-2016) (1) Given the product [C:1]([N:21]1[CH2:20][CH2:19][C:18]2[C:23](=[CH:24][CH:25]=[C:16]([NH:15][C:12]3[C:13](=[O:14])[N:9]([CH2:5][CH2:6][CH2:7][CH3:8])[S:10](=[O:32])(=[O:33])[C:11]=3[C:26]3[CH:31]=[CH:30][CH:29]=[CH:28][CH:27]=3)[CH:17]=2)[CH2:22]1)(=[O:3])[CH3:2], predict the reactants needed to synthesize it. The reactants are: [C:1](Cl)(=[O:3])[CH3:2].[CH2:5]([N:9]1[C:13](=[O:14])[C:12]([NH:15][C:16]2[CH:17]=[C:18]3[C:23](=[CH:24][CH:25]=2)[CH2:22][NH:21][CH2:20][CH2:19]3)=[C:11]([C:26]2[CH:31]=[CH:30][CH:29]=[CH:28][CH:27]=2)[S:10]1(=[O:33])=[O:32])[CH2:6][CH2:7][CH3:8].CCOC(C)=O. (2) The reactants are: Cl.[NH2:2][C@:3]1([C:15]([O:17][CH3:18])=[O:16])[CH2:7][CH2:6][C@H:5]([C:8]2[CH:13]=[CH:12][C:11](Br)=[CH:10][CH:9]=2)[CH2:4]1.C1(P(C2CCCCC2)C2C=CC=CC=2C2C(C(C)C)=CC(C(C)C)=CC=2C(C)C)CCCCC1.C(=O)([O-])[O-].[Cs+].[Cs+].[CH3:59][O:60][CH2:61][CH2:62][CH2:63][CH2:64][CH2:65][C:66]#[CH:67]. Given the product [NH2:2][C@:3]1([C:15]([O:17][CH3:18])=[O:16])[CH2:7][CH2:6][C@H:5]([C:8]2[CH:13]=[CH:12][C:11]([C:67]#[C:66][CH2:65][CH2:64][CH2:63][CH2:62][CH2:61][O:60][CH3:59])=[CH:10][CH:9]=2)[CH2:4]1, predict the reactants needed to synthesize it. (3) Given the product [C:1]([C:4]1[CH:5]=[CH:6][C:7]([C:8]([NH:22][CH2:21][CH2:20][C:19]([O:18][C:14]([CH3:17])([CH3:16])[CH3:15])=[O:23])=[O:10])=[CH:11][CH:12]=1)(=[O:3])[CH3:2], predict the reactants needed to synthesize it. The reactants are: [C:1]([C:4]1[CH:12]=[CH:11][C:7]([C:8]([OH:10])=O)=[CH:6][CH:5]=1)(=[O:3])[CH3:2].Cl.[C:14]([O:18][C:19](=[O:23])[CH2:20][CH2:21][NH2:22])([CH3:17])([CH3:16])[CH3:15].CCN(C(C)C)C(C)C.CCN=C=NCCCN(C)C.Cl. (4) Given the product [Br:25][C:15]1[S:14][C:13]([C:2]2([OH:1])[CH2:7][CH2:6][CH:5]([C:8]([O:10][CH2:11][CH3:12])=[O:9])[CH2:4][CH2:3]2)=[N:17][CH:16]=1, predict the reactants needed to synthesize it. The reactants are: [OH:1][C:2]1([C:13]2[S:14][CH:15]=[CH:16][N:17]=2)[CH2:7][CH2:6][CH:5]([C:8]([O:10][CH2:11][CH3:12])=[O:9])[CH2:4][CH2:3]1.C1C(=O)N([Br:25])C(=O)C1.[O-]S([O-])=O.[Na+].[Na+]. (5) Given the product [CH3:21][O:20][C:7]1[C:8]([C:9]2[N:13]=[C:12]([CH2:14][OH:15])[N:11]([CH3:19])[N:10]=2)=[C:3]([O:2][CH3:1])[N:4]=[CH:5][N:6]=1, predict the reactants needed to synthesize it. The reactants are: [CH3:1][O:2][C:3]1[C:8]([C:9]2[N:13]=[C:12]([C:14](OCC)=[O:15])[N:11]([CH3:19])[N:10]=2)=[C:7]([O:20][CH3:21])[N:6]=[CH:5][N:4]=1.[H-].[H-].[H-].[H-].[Li+].[Al+3].[O-]S([O-])(=O)=O.[Na+].[Na+].[OH-].[Na+]. (6) The reactants are: [H-].[Na+].[NH2:3][C:4]1[C:5]([Br:11])=[C:6]([OH:10])[CH:7]=[CH:8][CH:9]=1.[CH3:12][O:13][CH2:14]Cl. Given the product [Br:11][C:5]1[C:6]([O:10][CH2:12][O:13][CH3:14])=[CH:7][CH:8]=[CH:9][C:4]=1[NH2:3], predict the reactants needed to synthesize it. (7) Given the product [F:34][CH:35]([CH3:39])[C:36]([NH:6][CH:5]([CH2:7][OH:8])[C:4]([O:3][CH3:2])=[O:9])=[O:37], predict the reactants needed to synthesize it. The reactants are: Cl.[CH3:2][O:3][C:4](=[O:9])[CH:5]([CH2:7][OH:8])[NH2:6].CN(C(ON1N=NC2C=CC=NC1=2)=[N+](C)C)C.F[P-](F)(F)(F)(F)F.[F:34][CH:35]([CH3:39])[C:36](O)=[O:37].C(N(CC)CC)C.